This data is from Reaction yield outcomes from USPTO patents with 853,638 reactions. The task is: Predict the reaction yield, written as a fraction of the theoretical maximum amount of product (1.0 means a 100% yield; for example, 0.34 means a 34% yield). (1) The catalyst is ClCCl.FC(F)(F)C(O)=O. The reactants are [Cl:1][C:2]1[CH:7]=[CH:6][C:5]([S:8]([CH:11]2[CH2:16][CH2:15][CH:14]([C:17]([N:19]([CH3:42])[C:20]3[CH:40]=[CH:39][C:23]([CH2:24][N:25]4[CH2:30][CH2:29][N:28](C(OC(C)(C)C)=O)[C@@H:27]([CH3:38])[CH2:26]4)=[C:22]([CH3:41])[CH:21]=3)=[O:18])[CH2:13][CH2:12]2)(=[O:10])=[O:9])=[CH:4][CH:3]=1. The yield is 1.00. The product is [Cl:1][C:2]1[CH:7]=[CH:6][C:5]([S:8]([CH:11]2[CH2:16][CH2:15][CH:14]([C:17]([N:19]([CH3:42])[C:20]3[CH:40]=[CH:39][C:23]([CH2:24][N:25]4[CH2:30][CH2:29][NH:28][C@@H:27]([CH3:38])[CH2:26]4)=[C:22]([CH3:41])[CH:21]=3)=[O:18])[CH2:13][CH2:12]2)(=[O:10])=[O:9])=[CH:4][CH:3]=1. (2) The reactants are [Cl:1][C:2]1[N:3]=[C:4](Cl)[C:5]2[CH2:10][CH2:9][CH:8]([C:11]3[CH:16]=[CH:15][C:14]([F:17])=[CH:13][CH:12]=3)[C:6]=2[N:7]=1.[CH3:19][C:20]1([OH:26])[CH2:25][CH2:24][NH:23][CH2:22][CH2:21]1. The catalyst is CO. The product is [Cl:1][C:2]1[N:3]=[C:4]([N:23]2[CH2:24][CH2:25][C:20]([CH3:19])([OH:26])[CH2:21][CH2:22]2)[C:5]2[CH2:10][CH2:9][CH:8]([C:11]3[CH:16]=[CH:15][C:14]([F:17])=[CH:13][CH:12]=3)[C:6]=2[N:7]=1. The yield is 0.732. (3) The reactants are F[C:2]1[CH:3]=[N:4][CH:5]=[CH:6][C:7]=1[N+:8]([O-:10])=[O:9].[NH2:11][C@@H:12]([CH3:15])[CH2:13][OH:14].C(=O)([O-])[O-].[K+].[K+].O. The catalyst is CN(C=O)C. The product is [N+:8]([C:7]1[CH:6]=[CH:5][N:4]=[CH:3][C:2]=1[NH:11][C@@H:12]([CH3:15])[CH2:13][OH:14])([O-:10])=[O:9]. The yield is 0.840. (4) The reactants are [CH2:1]([CH:3]([CH2:16][CH3:17])[C:4]([C:6]1[S:7][C:8]2[CH:15]=[CH:14][CH:13]=[CH:12][C:9]=2[C:10]=1[CH3:11])=O)[CH3:2].[NH2:18][C:19]1[CH:28]=[CH:27][C:22]([C:23]([O:25][CH3:26])=[O:24])=[CH:21][CH:20]=1.C(=O)([O-])O.[Na+].C([BH3-])#N.[Na+]. The catalyst is C(Cl)Cl.O1CCCC1.[Ti](Cl)(Cl)(Cl)Cl.C(O)(=O)C.C(N(CC)CC)C. The product is [CH2:1]([CH:3]([CH2:16][CH3:17])[CH:4]([NH:18][C:19]1[CH:20]=[CH:21][C:22]([C:23]([O:25][CH3:26])=[O:24])=[CH:27][CH:28]=1)[C:6]1[S:7][C:8]2[CH:15]=[CH:14][CH:13]=[CH:12][C:9]=2[C:10]=1[CH3:11])[CH3:2]. The yield is 0.230. (5) The reactants are OS(O)(=O)=O.[N+:6]([O-:9])(O)=[O:7].[Br:10][C:11]1[CH:12]=[C:13]([NH:17][C:18](=[O:22])[O:19][CH2:20][CH3:21])[CH:14]=[N:15][CH:16]=1. No catalyst specified. The product is [Br:10][C:11]1[CH:12]=[C:13]([NH:17][C:18](=[O:22])[O:19][CH2:20][CH3:21])[C:14]([N+:6]([O-:9])=[O:7])=[N:15][CH:16]=1. The yield is 0.840. (6) The reactants are [C:1]([O:5][C:6]([C:8]1[CH:9]=[C:10]([C:14]2[C:19]([CH3:20])=[CH:18][CH:17]=[CH:16][N+:15]=2[O-])[CH:11]=[CH:12][CH:13]=1)=[O:7])([CH3:4])([CH3:3])[CH3:2].[N:22]1C=CC=CC=1.CS(OS(C)(=O)=O)(=O)=O.C(CN)O. The catalyst is C(#N)C.O. The product is [C:1]([O:5][C:6](=[O:7])[C:8]1[CH:13]=[CH:12][CH:11]=[C:10]([C:14]2[C:19]([CH3:20])=[CH:18][CH:17]=[C:16]([NH2:22])[N:15]=2)[CH:9]=1)([CH3:4])([CH3:3])[CH3:2]. The yield is 0.530.